Dataset: Reaction yield outcomes from USPTO patents with 853,638 reactions. Task: Predict the reaction yield, written as a fraction of the theoretical maximum amount of product (1.0 means a 100% yield; for example, 0.34 means a 34% yield). (1) The reactants are [OH:1][C:2]1([CH2:36][CH:37]=C)[CH2:7][CH2:6][CH:5]([N:8]2[C:13](=[O:14])[C:12]([CH2:15][C:16]3[CH:21]=[CH:20][C:19]([C:22]4[C:23]([C:28]#[N:29])=[CH:24][CH:25]=[CH:26][CH:27]=4)=[CH:18][CH:17]=3)=[C:11]([CH2:30][CH2:31][CH3:32])[N:10]3[N:33]=[CH:34][N:35]=[C:9]23)[CH2:4][CH2:3]1.I([O-])(=O)(=O)=[O:40].[Na+].CC(C)=O.C(#N)C. The yield is 0.360. The catalyst is C(OCC)(=O)C.O.[Os]=O. The product is [OH:1][C:2]1([CH2:36][CH2:37][OH:40])[CH2:7][CH2:6][CH:5]([N:8]2[C:13](=[O:14])[C:12]([CH2:15][C:16]3[CH:17]=[CH:18][C:19]([C:22]4[C:23]([C:28]#[N:29])=[CH:24][CH:25]=[CH:26][CH:27]=4)=[CH:20][CH:21]=3)=[C:11]([CH2:30][CH2:31][CH3:32])[N:10]3[N:33]=[CH:34][N:35]=[C:9]23)[CH2:4][CH2:3]1. (2) The reactants are [NH2:1][C:2]1[N:3]=[C:4]([N:13]2[CH2:18][CH2:17][O:16][CH2:15][CH2:14]2)[C:5]2[N:11]=[C:10](Cl)[CH:9]=[CH:8][C:6]=2[N:7]=1.C(=O)([O-])[O-].[K+].[K+].[Br:25][C:26]1[CH:31]=[CH:30][CH:29]=[CH:28][C:27]=1B(O)O. The catalyst is O1CCOCC1.O.C1C=CC([P]([Pd]([P](C2C=CC=CC=2)(C2C=CC=CC=2)C2C=CC=CC=2)([P](C2C=CC=CC=2)(C2C=CC=CC=2)C2C=CC=CC=2)[P](C2C=CC=CC=2)(C2C=CC=CC=2)C2C=CC=CC=2)(C2C=CC=CC=2)C2C=CC=CC=2)=CC=1. The product is [NH2:1][C:2]1[N:3]=[C:4]([N:13]2[CH2:18][CH2:17][O:16][CH2:15][CH2:14]2)[C:5]2[N:11]=[C:10]([C:27]3[CH:28]=[CH:29][CH:30]=[CH:31][C:26]=3[Br:25])[CH:9]=[CH:8][C:6]=2[N:7]=1. The yield is 0.300. (3) The reactants are [CH3:1][NH:2][NH2:3].Br[CH2:5][C:6]([O:8][CH2:9][CH3:10])=[O:7]. No catalyst specified. The product is [CH3:1][N:2]([CH2:5][C:6]([O:8][CH2:9][CH3:10])=[O:7])[NH2:3]. The yield is 0.770. (4) The reactants are [CH3:1][C@@H:2]1[N:8]2[C:9]3[CH:10]=[C:11]([C:16]([O:18]CC)=[O:17])[CH:12]=[CH:13][C:14]=3[CH:15]=[C:7]2[C:6](=[O:21])[NH:5][CH2:4][CH2:3]1.[OH-].[Na+]. The catalyst is C(O)C. The product is [CH3:1][C@@H:2]1[N:8]2[C:9]3[CH:10]=[C:11]([C:16]([OH:18])=[O:17])[CH:12]=[CH:13][C:14]=3[CH:15]=[C:7]2[C:6](=[O:21])[NH:5][CH2:4][CH2:3]1. The yield is 0.990. (5) The reactants are [OH:1][C@@H:2]1[C@@H:10]([C@@:11]2([CH3:21])[CH2:16][CH2:15][C@H:14]([OH:17])[CH2:13][C@@H:12]2[CH2:18][CH2:19][OH:20])[CH2:9][CH2:8][C@@:7]2([CH3:22])[C@H:3]1[CH2:4][CH2:5][C:6]2=[O:23].N1C=CN=C1.[CH3:29][C:30]([Si:33](Cl)([CH3:35])[CH3:34])([CH3:32])[CH3:31].O. The catalyst is CN(C=O)C. The product is [Si:33]([O:20][CH2:19][CH2:18][C@H:12]1[CH2:13][C@@H:14]([OH:17])[CH2:15][CH2:16][C@@:11]1([C@H:10]1[CH2:9][CH2:8][C@@:7]2([CH3:22])[C@@H:3]([CH2:4][CH2:5][C:6]2=[O:23])[C@@H:2]1[OH:1])[CH3:21])([C:30]([CH3:32])([CH3:31])[CH3:29])([CH3:35])[CH3:34]. The yield is 0.700. (6) The reactants are C(OP(OCC)OCC)C.[N:11]([CH2:14][CH2:15][CH2:16][N:17]1[C:21]([CH3:22])=[CH:20][C:19]2[CH:23]=[C:24]([C:26]([C:28]3[CH:33]=[CH:32][C:31]([O:34][CH3:35])=[CH:30][CH:29]=3)=[O:27])[S:25][C:18]1=2)=[N+]=[N-].Cl.O1CCOCC1.C(N(CC)CC)C.[F:50][C:51]([F:64])([F:63])[S:52](O[S:52]([C:51]([F:64])([F:63])[F:50])(=[O:54])=[O:53])(=[O:54])=[O:53]. The catalyst is C1C=CC=CC=1.ClCCl.CN(C1C=CN=CC=1)C. The product is [F:50][C:51]([F:64])([F:63])[S:52]([NH:11][CH2:14][CH2:15][CH2:16][N:17]1[C:21]([CH3:22])=[CH:20][C:19]2[CH:23]=[C:24]([C:26](=[O:27])[C:28]3[CH:33]=[CH:32][C:31]([O:34][CH3:35])=[CH:30][CH:29]=3)[S:25][C:18]1=2)(=[O:54])=[O:53]. The yield is 0.230. (7) The reactants are [I:1][C:2]1[CH:7]=[CH:6][N:5]=[C:4]2[NH:8][N:9]=[CH:10][C:3]=12.[H-].[Na+].[C:13](Cl)([C:26]1[CH:31]=[CH:30][CH:29]=[CH:28][CH:27]=1)([C:20]1[CH:25]=[CH:24][CH:23]=[CH:22][CH:21]=1)[C:14]1[CH:19]=[CH:18][CH:17]=[CH:16][CH:15]=1. The catalyst is CN(C)C=O. The product is [I:1][C:2]1[CH:7]=[CH:6][N:5]=[C:4]2[N:8]([C:13]([C:14]3[CH:19]=[CH:18][CH:17]=[CH:16][CH:15]=3)([C:26]3[CH:27]=[CH:28][CH:29]=[CH:30][CH:31]=3)[C:20]3[CH:21]=[CH:22][CH:23]=[CH:24][CH:25]=3)[N:9]=[CH:10][C:3]=12. The yield is 0.460.